This data is from Reaction yield outcomes from USPTO patents with 853,638 reactions. The task is: Predict the reaction yield, written as a fraction of the theoretical maximum amount of product (1.0 means a 100% yield; for example, 0.34 means a 34% yield). (1) The reactants are Cl[C:2]1[N:7]=[C:6]([C:8]2[S:12][C:11]([CH:13]([CH3:15])[CH3:14])=[N:10][C:9]=2[C:16]2[CH:17]=[CH:18][C:19]([F:34])=[C:20]([NH:22][S:23]([C:26]3[C:31]([F:32])=[CH:30][CH:29]=[CH:28][C:27]=3[F:33])(=[O:25])=[O:24])[CH:21]=2)[CH:5]=[CH:4][N:3]=1.[CH2:35]([O:37][CH2:38][CH2:39][NH2:40])[CH3:36]. No catalyst specified. The product is [CH2:35]([O:37][CH2:38][CH2:39][NH:40][C:2]1[N:7]=[C:6]([C:8]2[S:12][C:11]([CH:13]([CH3:14])[CH3:15])=[N:10][C:9]=2[C:16]2[CH:17]=[CH:18][C:19]([F:34])=[C:20]([NH:22][S:23]([C:26]3[C:31]([F:32])=[CH:30][CH:29]=[CH:28][C:27]=3[F:33])(=[O:24])=[O:25])[CH:21]=2)[CH:5]=[CH:4][N:3]=1)[CH3:36]. The yield is 0.360. (2) The reactants are Cl.Cl.[N:3]1([CH:9]([C:12]2[CH:17]=[CH:16][C:15]([C:18]([F:21])([F:20])[F:19])=[CH:14][CH:13]=2)[CH2:10][NH2:11])[CH2:8][CH2:7][NH:6][CH2:5][CH2:4]1.Cl[C:23]1[C:28]2[O:29][CH2:30][CH2:31][NH:32][C:27]=2[N:26]=[CH:25][N:24]=1.C(=O)([O-])[O-].[K+].[K+]. The catalyst is CS(C)=O.O. The product is [N:26]1[C:27]2[NH:32][CH2:31][CH2:30][O:29][C:28]=2[C:23]([N:6]2[CH2:7][CH2:8][N:3]([CH:9]([C:12]3[CH:17]=[CH:16][C:15]([C:18]([F:19])([F:21])[F:20])=[CH:14][CH:13]=3)[CH2:10][NH2:11])[CH2:4][CH2:5]2)=[N:24][CH:25]=1. The yield is 0.0290.